This data is from Full USPTO retrosynthesis dataset with 1.9M reactions from patents (1976-2016). The task is: Predict the reactants needed to synthesize the given product. Given the product [N+:29]([C:24]1[CH:25]=[CH:26][CH:27]=[CH:28][C:23]=1[CH:20]1[CH2:21][CH2:22][NH:18][CH2:19]1)([O-:31])=[O:30], predict the reactants needed to synthesize it. The reactants are: BrC1C=CC=CC=1[N+]([O-])=O.C([N:18]1[CH2:22][CH2:21][CH:20]([C:23]2[CH:28]=[CH:27][CH:26]=[CH:25][C:24]=2[N+:29]([O-:31])=[O:30])[CH2:19]1)C1C=CC=CC=1.